From a dataset of Forward reaction prediction with 1.9M reactions from USPTO patents (1976-2016). Predict the product of the given reaction. (1) Given the reactants C(O[C:6]([N:8](C(OC(C)(C)C)=O)[C:9](=[O:39])[C:10]1[CH:15]=[C:14]([N:16]2[CH2:20][CH2:19][CH2:18][C:17]2=[O:21])[CH:13]=[CH:12][C:11]=1[C:22]([N:24]1[CH2:29][CH2:28][N:27]([C:30]2[C:35]([CH3:36])=[CH:34][C:33]([CH2:37][CH3:38])=[CH:32][N:31]=2)[CH2:26][CH2:25]1)=[O:23])=O)(C)(C)C, predict the reaction product. The product is: [CH2:37]([C:33]1[CH:34]=[C:35]([CH3:36])[C:30]([N:27]2[CH2:26][CH2:25][N:24]([C:22]([C:11]3[CH:12]=[CH:13][C:14]([N:16]4[CH2:20][CH2:19][CH2:18][C:17]4=[O:21])=[CH:15][C:10]=3[C:9]([NH:8][CH3:6])=[O:39])=[O:23])[CH2:29][CH2:28]2)=[N:31][CH:32]=1)[CH3:38]. (2) Given the reactants [NH2:1][CH2:2][CH2:3][CH:4]1[O:10][CH2:9][CH2:8][N:7]([C:11]([O:13][C:14]([CH3:17])([CH3:16])[CH3:15])=[O:12])[CH2:6][CH:5]1[C:18]1[CH:23]=[CH:22][C:21]([Cl:24])=[C:20]([Cl:25])[CH:19]=1.C(N(CC)CC)C.[C:33](Cl)(=[O:35])[CH3:34].O, predict the reaction product. The product is: [C:33]([NH:1][CH2:2][CH2:3][CH:4]1[O:10][CH2:9][CH2:8][N:7]([C:11]([O:13][C:14]([CH3:17])([CH3:16])[CH3:15])=[O:12])[CH2:6][CH:5]1[C:18]1[CH:23]=[CH:22][C:21]([Cl:24])=[C:20]([Cl:25])[CH:19]=1)(=[O:35])[CH3:34]. (3) Given the reactants [Br:1][C:2]1[NH:6][CH:5]=[N:4][CH:3]=1.C([O-])([O-])=O.[K+].[K+].Cl[CH2:14][C:15]1[CH:20]=[CH:19][C:18]([O:21][CH3:22])=[CH:17][CH:16]=1.ClCCl, predict the reaction product. The product is: [CH3:22][O:21][C:18]1[CH:19]=[CH:20][C:15]([CH2:14][N:4]2[CH:3]=[C:2]([Br:1])[N:6]=[CH:5]2)=[CH:16][CH:17]=1.